This data is from Forward reaction prediction with 1.9M reactions from USPTO patents (1976-2016). The task is: Predict the product of the given reaction. Given the reactants [Cl:1][C:2]1[CH:3]=[CH:4][CH:5]=[C:6]2[C:11]=1[C:10]([CH2:12][C:13]1[CH:14]=C([CH:18]=[C:19]([F:21])[CH:20]=1)C#N)=[N:9][NH:8][C:7]2=[O:22].[OH-:23].[K+].[CH2:25]([OH:27])[CH3:26], predict the reaction product. The product is: [Cl:1][C:2]1[CH:3]=[CH:4][CH:5]=[C:6]2[C:11]=1[C:10]([CH2:12][C:13]1[CH:14]=[C:26]([CH:18]=[C:19]([F:21])[CH:20]=1)[C:25]([OH:23])=[O:27])=[N:9][NH:8][C:7]2=[O:22].